This data is from Merck oncology drug combination screen with 23,052 pairs across 39 cell lines. The task is: Regression. Given two drug SMILES strings and cell line genomic features, predict the synergy score measuring deviation from expected non-interaction effect. (1) Drug 1: O=P1(N(CCCl)CCCl)NCCCO1. Drug 2: N#Cc1ccc(Cn2cncc2CN2CCN(c3cccc(Cl)c3)C(=O)C2)cc1. Cell line: NCIH2122. Synergy scores: synergy=7.63. (2) Synergy scores: synergy=3.18. Drug 2: CCc1cnn2c(NCc3ccc[n+]([O-])c3)cc(N3CCCCC3CCO)nc12. Drug 1: COC1=C2CC(C)CC(OC)C(O)C(C)C=C(C)C(OC(N)=O)C(OC)C=CC=C(C)C(=O)NC(=CC1=O)C2=O. Cell line: A427. (3) Drug 1: O=C(CCCCCCC(=O)Nc1ccccc1)NO. Drug 2: NC(=O)c1cccc2cn(-c3ccc(C4CCCNC4)cc3)nc12. Cell line: SKOV3. Synergy scores: synergy=26.3. (4) Drug 1: Nc1ccn(C2OC(CO)C(O)C2(F)F)c(=O)n1. Drug 2: Cn1cc(-c2cnn3c(N)c(Br)c(C4CCCNC4)nc23)cn1. Cell line: EFM192B. Synergy scores: synergy=31.3. (5) Drug 1: CN(C)C(=N)N=C(N)N. Drug 2: CC1(c2nc3c(C(N)=O)cccc3[nH]2)CCCN1. Cell line: NCIH460. Synergy scores: synergy=-3.32. (6) Drug 1: O=S1(=O)NC2(CN1CC(F)(F)F)C1CCC2Cc2cc(C=CCN3CCC(C(F)(F)F)CC3)ccc2C1. Drug 2: Nc1ccn(C2OC(CO)C(O)C2(F)F)c(=O)n1. Cell line: UWB1289. Synergy scores: synergy=0.462.